The task is: Predict the reactants needed to synthesize the given product.. This data is from Full USPTO retrosynthesis dataset with 1.9M reactions from patents (1976-2016). Given the product [CH3:12][O:11][C:7]1[CH:8]=[CH:9][CH:10]=[C:2]2[C:3]=1[C:4](=[O:6])[N:14]([CH3:13])[C:21]([C:20]1[CH:23]=[CH:24][C:17]([O:16][CH:15]3[CH2:31][CH2:30][N:29]([CH:42]4[CH2:43][CH2:44]4)[CH2:28][CH2:27]3)=[CH:18][CH:19]=1)=[N:1]2, predict the reactants needed to synthesize it. The reactants are: [NH2:1][C:2]1[CH:10]=[CH:9][CH:8]=[C:7]([O:11][CH3:12])[C:3]=1[C:4]([OH:6])=O.[CH3:13][NH2:14].[CH3:15][O:16][C:17]1[CH:24]=[CH:23][C:20]([CH:21]=O)=[CH:19][CH:18]=1.OC1[CH2:31][CH2:30][N:29](C(OC(C)(C)C)=O)[CH2:28][CH2:27]1.C(O[C:42]1(O[Si](C)(C)C)[CH2:44][CH2:43]1)C.